This data is from Catalyst prediction with 721,799 reactions and 888 catalyst types from USPTO. The task is: Predict which catalyst facilitates the given reaction. Product: [Cl:23][C:24]1[N:29]=[C:28]([O:1][C:2]2[CH:22]=[CH:21][CH:20]=[CH:19][C:3]=2[CH2:4][NH:5][C:6]([NH:8][C:9]2[O:10][C:11]([C:15]([OH:18])([CH3:17])[CH3:16])=[C:12]([CH3:14])[N:13]=2)=[O:7])[CH:27]=[CH:26][N:25]=1. The catalyst class is: 21. Reactant: [OH:1][C:2]1[CH:22]=[CH:21][CH:20]=[CH:19][C:3]=1[CH2:4][NH:5][C:6]([NH:8][C:9]1[O:10][C:11]([C:15]([OH:18])([CH3:17])[CH3:16])=[C:12]([CH3:14])[N:13]=1)=[O:7].[Cl:23][C:24]1[N:29]=[C:28](Cl)[CH:27]=[CH:26][N:25]=1.[OH-].[Na+].